This data is from Acute oral toxicity (LD50) regression data from Zhu et al.. The task is: Regression/Classification. Given a drug SMILES string, predict its toxicity properties. Task type varies by dataset: regression for continuous values (e.g., LD50, hERG inhibition percentage) or binary classification for toxic/non-toxic outcomes (e.g., AMES mutagenicity, cardiotoxicity, hepatotoxicity). Dataset: ld50_zhu. (1) The compound is CC1(C)C(C(=O)OC(C#N)c2cccc(Oc3ccccc3)c2)C1(C)C. The rat oral LD50 is 4.29, given as -log10 of the dose in mol/kg body weight (higher means more acutely toxic). (2) The molecule is CCN(CCO)c1ccc(N=O)c(C)c1. The rat oral LD50 is 2.79, given as -log10 of the dose in mol/kg body weight (higher means more acutely toxic). (3) The drug is CN(CC#N)N=O. The rat oral LD50 is 3.34, given as -log10 of the dose in mol/kg body weight (higher means more acutely toxic). (4) The drug is CCN(CC)C(=O)c1ccc(C)cc1. The rat oral LD50 is 1.92, given as -log10 of the dose in mol/kg body weight (higher means more acutely toxic). (5) The compound is CCP(=O)(OC)Oc1ccc(C#N)cc1. The rat oral LD50 is 5.46, given as -log10 of the dose in mol/kg body weight (higher means more acutely toxic). (6) The rat oral LD50 is 2.83, given as -log10 of the dose in mol/kg body weight (higher means more acutely toxic). The molecule is O=C(CN1CCOCC1)NN=Cc1ccc([N+](=O)[O-])o1.